This data is from Forward reaction prediction with 1.9M reactions from USPTO patents (1976-2016). The task is: Predict the product of the given reaction. (1) Given the reactants Br[C:2]1[CH:3]=[CH:4][C:5]2[N:6]([C:16]3[CH:21]=[CH:20][CH:19]=[CH:18][CH:17]=3)[C:7]3[C:12]([C:13]=2[CH:14]=1)=[CH:11][C:10](Br)=[CH:9][CH:8]=3.[CH:22]1[C:34]2[NH:33][C:32]3[C:27](=[CH:28][CH:29]=[CH:30][CH:31]=3)[C:26]=2[CH:25]=[CH:24][CH:23]=1.C(O[CH2:39][CH3:40])(=O)C, predict the reaction product. The product is: [CH:4]1[C:5]2[N:6]([C:16]3[CH:21]=[CH:20][C:19]4[N:6]([C:40]5[CH:39]=[CH:12][CH:7]=[CH:8][CH:9]=5)[C:5]5[C:13]([C:18]=4[CH:17]=3)=[CH:14][C:2]([N:33]3[C:32]4[CH:31]=[CH:30][CH:29]=[CH:28][C:27]=4[C:26]4[C:34]3=[CH:22][CH:23]=[CH:24][CH:25]=4)=[CH:3][CH:4]=5)[C:7]3[C:12](=[CH:11][CH:10]=[CH:9][CH:8]=3)[C:13]=2[CH:14]=[CH:2][CH:3]=1. (2) Given the reactants Cl.[Cl:2][C:3]1[CH:8]=[CH:7][C:6]([CH:9]2[CH:13]([C:14]3[CH:19]=[CH:18][C:17]([Cl:20])=[CH:16][CH:15]=3)[N:12]([C:21]([N:23]3[CH2:28][CH2:27][N:26](CCC#N)[CH2:25][CH2:24]3)=[O:22])[C:11]([C:33]3[CH:38]=[CH:37][C:36]([C:39]([F:42])([F:41])[F:40])=[CH:35][C:34]=3[O:43][CH2:44][CH3:45])=[N:10]2)=[CH:5][CH:4]=1.C(N(C(C)C)CC)(C)C.[Cl:55][CH2:56][C:57](Cl)=[O:58], predict the reaction product. The product is: [Cl:2][C:3]1[CH:4]=[CH:5][C:6]([CH:9]2[CH:13]([C:14]3[CH:19]=[CH:18][C:17]([Cl:20])=[CH:16][CH:15]=3)[N:12]([C:21]([N:23]3[CH2:28][CH2:27][N:26]([C:57](=[O:58])[CH2:56][Cl:55])[CH2:25][CH2:24]3)=[O:22])[C:11]([C:33]3[CH:38]=[CH:37][C:36]([C:39]([F:41])([F:40])[F:42])=[CH:35][C:34]=3[O:43][CH2:44][CH3:45])=[N:10]2)=[CH:7][CH:8]=1. (3) Given the reactants FC(F)(F)S(O[C:7]1[C:11]2[CH2:12][N:13]([C:16](=[O:25])[NH:17][C:18]3[CH:23]=[CH:22][CH:21]=[C:20]([Cl:24])[CH:19]=3)[CH2:14][CH2:15][C:10]=2[NH:9][N:8]=1)(=O)=O.[C:28]1([CH3:37])[CH:33]=[CH:32][CH:31]=[C:30](B(O)O)[CH:29]=1.[O-]P([O-])([O-])=O.[K+].[K+].[K+].O, predict the reaction product. The product is: [Cl:24][C:20]1[CH:19]=[C:18]([NH:17][C:16]([N:13]2[CH2:14][CH2:15][C:10]3[NH:9][N:8]=[C:7]([C:30]4[CH:29]=[C:28]([CH3:37])[CH:33]=[CH:32][CH:31]=4)[C:11]=3[CH2:12]2)=[O:25])[CH:23]=[CH:22][CH:21]=1. (4) Given the reactants [CH2:1]([O:3][C:4](=[O:20])[CH:5]([CH2:9][NH:10][C:11]1[C:16]([N+:17]([O-])=O)=[CH:15][CH:14]=[CH:13][N:12]=1)[CH2:6][CH2:7][CH3:8])[CH3:2], predict the reaction product. The product is: [CH2:1]([O:3][C:4](=[O:20])[CH:5]([CH2:9][NH:10][C:11]1[C:16]([NH2:17])=[CH:15][CH:14]=[CH:13][N:12]=1)[CH2:6][CH2:7][CH3:8])[CH3:2]. (5) Given the reactants [Br:1][C:2]1[CH:3]=[C:4]2[C:8](=[CH:9][C:10]=1[F:11])[NH:7][N:6]=[C:5]2[I:12].[H-].[Na+].[C:15](Cl)([C:28]1[CH:33]=[CH:32][CH:31]=[CH:30][CH:29]=1)([C:22]1[CH:27]=[CH:26][CH:25]=[CH:24][CH:23]=1)[C:16]1[CH:21]=[CH:20][CH:19]=[CH:18][CH:17]=1.O, predict the reaction product. The product is: [Br:1][C:2]1[CH:3]=[C:4]2[C:8](=[CH:9][C:10]=1[F:11])[N:7]([C:15]([C:16]1[CH:21]=[CH:20][CH:19]=[CH:18][CH:17]=1)([C:28]1[CH:29]=[CH:30][CH:31]=[CH:32][CH:33]=1)[C:22]1[CH:23]=[CH:24][CH:25]=[CH:26][CH:27]=1)[N:6]=[C:5]2[I:12]. (6) Given the reactants O.[NH2:2][NH2:3].Cl[CH2:5][CH2:6][CH2:7][NH:8][C:9](=[O:15])[O:10][C:11]([CH3:14])([CH3:13])[CH3:12], predict the reaction product. The product is: [NH:2]([CH2:5][CH2:6][CH2:7][NH:8][C:9](=[O:15])[O:10][C:11]([CH3:14])([CH3:13])[CH3:12])[NH2:3]. (7) Given the reactants [F:1][CH:2]([F:22])[CH2:3][O:4][C:5]1[CH:6]=[C:7]([C:14]2[CH:19]=[CH:18][C:17]([F:20])=[CH:16][C:15]=2[F:21])[CH:8]=[C:9]([N+:11]([O-])=O)[CH:10]=1.[NH4+].[Cl-], predict the reaction product. The product is: [F:22][CH:2]([F:1])[CH2:3][O:4][C:5]1[CH:10]=[C:9]([NH2:11])[CH:8]=[C:7]([C:14]2[CH:19]=[CH:18][C:17]([F:20])=[CH:16][C:15]=2[F:21])[CH:6]=1. (8) The product is: [CH:17]([C:18]1([CH3:19])[NH:1][C:2]2[CH:6]=[C:5]([C:7]3[CH:8]=[CH:9][N:10]=[CH:11][CH:12]=3)[S:4][C:3]=2[C:13](=[O:14])[NH:15]1)([CH3:21])[CH3:16]. Given the reactants [NH2:1][C:2]1[CH:6]=[C:5]([C:7]2[CH:12]=[CH:11][N:10]=[CH:9][CH:8]=2)[S:4][C:3]=1[C:13]([NH2:15])=[O:14].[CH3:16][CH:17]([CH3:21])[C:18](=O)[CH3:19].O.C1(C)C=CC(S(O)(=O)=O)=CC=1.C(=O)([O-])O.[Na+], predict the reaction product. (9) Given the reactants [CH:1]12[CH2:6][CH:5]1[CH2:4][N:3]([C:7]1[N:12]=[C:11]([NH:13][C:14]3[C:15]4[N:16]([CH:30]=[CH:31][N:32]=4)[N:17]=[C:18]([C:20]4[CH:21]=[C:22]([CH:27]=[CH:28][CH:29]=4)[C:23]([O:25]C)=[O:24])[CH:19]=3)[CH:10]=[CH:9][CH:8]=1)[CH2:2]2.[OH-].[Na+], predict the reaction product. The product is: [CH:1]12[CH2:6][CH:5]1[CH2:4][N:3]([C:7]1[N:12]=[C:11]([NH:13][C:14]3[C:15]4[N:16]([CH:30]=[CH:31][N:32]=4)[N:17]=[C:18]([C:20]4[CH:21]=[C:22]([CH:27]=[CH:28][CH:29]=4)[C:23]([OH:25])=[O:24])[CH:19]=3)[CH:10]=[CH:9][CH:8]=1)[CH2:2]2. (10) Given the reactants [C:1]([O:5][C:6]([N:8]1[CH2:12][C@H:11]([CH:13]([F:15])[F:14])[C@@H:10]([NH:16]C(OCC2C=CC=CC=2)=O)[CH2:9]1)=[O:7])([CH3:4])([CH3:3])[CH3:2].C(OC(N1C[C@@H](C(F)F)[C@H](NC(OCC2C=CC=CC=2)=O)C1)=O)(C)(C)C, predict the reaction product. The product is: [NH2:16][C@@H:10]1[C@@H:11]([CH:13]([F:15])[F:14])[CH2:12][N:8]([C:6]([O:5][C:1]([CH3:4])([CH3:3])[CH3:2])=[O:7])[CH2:9]1.